From a dataset of Forward reaction prediction with 1.9M reactions from USPTO patents (1976-2016). Predict the product of the given reaction. (1) Given the reactants C[C:2]1C=CC=[CH:4][C:3]=1[CH2:8][CH2:9]C(O)=O.[CH3:13][C:14]1[CH:19]=[CH:18][CH:17]=[CH:16][C:15]=1[CH2:20][CH2:21][C:22]([C:24]1[C:30]([OH:31])=[CH:29][C:28]([OH:32])=[CH:27][C:25]=1[OH:26])=[O:23], predict the reaction product. The product is: [OH:26][C:25]1[C:27]([CH2:16][CH2:15][CH:14]([CH3:19])[CH3:13])=[C:28]([OH:32])[C:29]([CH2:9][CH2:8][CH:3]([CH3:2])[CH3:4])([CH2:21][CH2:22][CH:24]([CH3:30])[CH3:25])[C:30](=[O:31])[C:24]=1[C:22](=[O:23])[CH2:21][CH2:20][C:15]1[CH:16]=[CH:17][CH:18]=[CH:19][C:14]=1[CH3:13]. (2) Given the reactants [CH2:1]([O:3][C:4]([C@@H:6]1[CH2:11][C@H:10]([C:12]2[CH:17]=[CH:16][C:15]([O:18][CH3:19])=[CH:14][CH:13]=2)[C@@H:9]([O:20][CH2:21][C:22]2[CH:23]=[CH:24][C:25]3[O:30][CH2:29][CH2:28][N:27]([CH2:31][CH2:32][CH2:33][O:34][CH3:35])[C:26]=3[CH:36]=2)[CH2:8][NH:7]1)=[O:5])[CH3:2].C(N(CC)CC)C.[C:44]1([CH3:54])[CH:49]=[CH:48][C:47]([S:50](Cl)(=[O:52])=[O:51])=[CH:46][CH:45]=1, predict the reaction product. The product is: [CH2:1]([O:3][C:4]([C@@H:6]1[CH2:11][C@H:10]([C:12]2[CH:13]=[CH:14][C:15]([O:18][CH3:19])=[CH:16][CH:17]=2)[C@@H:9]([O:20][CH2:21][C:22]2[CH:23]=[CH:24][C:25]3[O:30][CH2:29][CH2:28][N:27]([CH2:31][CH2:32][CH2:33][O:34][CH3:35])[C:26]=3[CH:36]=2)[CH2:8][N:7]1[S:50]([C:47]1[CH:48]=[CH:49][C:44]([CH3:54])=[CH:45][CH:46]=1)(=[O:52])=[O:51])=[O:5])[CH3:2].